This data is from Reaction yield outcomes from USPTO patents with 853,638 reactions. The task is: Predict the reaction yield, written as a fraction of the theoretical maximum amount of product (1.0 means a 100% yield; for example, 0.34 means a 34% yield). (1) The reactants are [CH2:1]([C:4]1[S:31][C:7]2[N:8]=[C:9]([N:25]3[CH2:29][CH2:28][C@@H:27]([NH2:30])[CH2:26]3)[N:10]=[C:11]([N:12]3[CH2:17][CH2:16][N:15]4[C:18]([C:21]([F:24])([F:23])[F:22])=[N:19][N:20]=[C:14]4[CH2:13]3)[C:6]=2[CH:5]=1)[CH2:2][CH3:3].C(N(CC)CC)C.[CH3:39][O:40][C:41](Cl)=[O:42]. The catalyst is ClCCl. The product is [CH3:39][O:40][C:41](=[O:42])[NH:30][C@@H:27]1[CH2:28][CH2:29][N:25]([C:9]2[N:10]=[C:11]([N:12]3[CH2:17][CH2:16][N:15]4[C:18]([C:21]([F:22])([F:23])[F:24])=[N:19][N:20]=[C:14]4[CH2:13]3)[C:6]3[CH:5]=[C:4]([CH2:1][CH2:2][CH3:3])[S:31][C:7]=3[N:8]=2)[CH2:26]1. The yield is 0.820. (2) The reactants are [F:1][C:2]1[CH:10]=[CH:9][C:5]([C:6](Cl)=[O:7])=[CH:4][CH:3]=1.[NH2:11][C:12]1([C:18]([OH:20])=[O:19])[CH2:17][CH2:16][CH2:15][CH2:14][CH2:13]1.C(=O)([O-])[O-].[Na+].[Na+]. The catalyst is CCOCC.O. The product is [F:1][C:2]1[CH:10]=[CH:9][C:5]([C:6]([NH:11][C:12]2([C:18]([OH:20])=[O:19])[CH2:17][CH2:16][CH2:15][CH2:14][CH2:13]2)=[O:7])=[CH:4][CH:3]=1. The yield is 0.660. (3) The reactants are [F:1][C:2]1[CH:11]=[C:10]2[C:5](C(O[Si](C)(C)C)(C#N)[CH2:7][CH2:8][O:9]2)=[CH:4][CH:3]=1.[C:19]([OH:22])(=[O:21])[CH3:20]. The catalyst is Cl.O.C(OCC)(=O)C. The product is [F:1][C:2]1[CH:11]=[C:10]2[C:5]([CH:20]([C:19]([OH:22])=[O:21])[CH2:7][CH2:8][O:9]2)=[CH:4][CH:3]=1. The yield is 0.839. (4) The reactants are Cl.[NH2:2][C:3]1[CH:8]=[CH:7][C:6]([C:9]([C:11]2[C:12]([F:26])=[C:13]([C:19]3[CH:24]=[CH:23][CH:22]=[C:21]([Cl:25])[CH:20]=3)[C:14]([O:17][CH3:18])=[CH:15][CH:16]=2)=[O:10])=[CH:5][CH:4]=1.[N-:27]=[N+:28]=[N-:29].[Na+].[CH3:31]OC(OC)OC.[OH-].[NH4+]. The catalyst is C(O)(=O)C.O. The product is [Cl:25][C:21]1[CH:20]=[C:19]([C:13]2[C:14]([O:17][CH3:18])=[CH:15][CH:16]=[C:11]([C:9]([C:6]3[CH:7]=[CH:8][C:3]([N:2]4[CH:31]=[N:29][N:28]=[N:27]4)=[CH:4][CH:5]=3)=[O:10])[C:12]=2[F:26])[CH:24]=[CH:23][CH:22]=1. The yield is 0.900. (5) The reactants are [F:1][C:2]1[CH:3]=[C:4]([C:9](=[O:11])[CH3:10])[CH:5]=[C:6]([F:8])[CH:7]=1.[Br:12]Br. The catalyst is O1CCOCC1. The product is [Br:12][CH2:10][C:9]([C:4]1[CH:3]=[C:2]([F:1])[CH:7]=[C:6]([F:8])[CH:5]=1)=[O:11]. The yield is 0.640. (6) The reactants are [C:1]([C:5]1[CH:6]=[C:7]([NH2:25])[N:8]([C:10]2[CH:15]=[C:14]([Cl:16])[CH:13]=[C:12]([O:17][Si:18]([C:21]([CH3:24])([CH3:23])[CH3:22])([CH3:20])[CH3:19])[CH:11]=2)[N:9]=1)([CH3:4])([CH3:3])[CH3:2].[OH-].[Na+].Cl[C:29]([O:31][CH2:32][C:33]([Cl:36])([Cl:35])[Cl:34])=[O:30]. The catalyst is CCOC(C)=O. The product is [Cl:34][C:33]([Cl:36])([Cl:35])[CH2:32][O:31][C:29](=[O:30])[NH:25][C:7]1[N:8]([C:10]2[CH:15]=[C:14]([Cl:16])[CH:13]=[C:12]([O:17][Si:18]([C:21]([CH3:24])([CH3:23])[CH3:22])([CH3:19])[CH3:20])[CH:11]=2)[N:9]=[C:5]([C:1]([CH3:4])([CH3:2])[CH3:3])[CH:6]=1. The yield is 0.990. (7) The reactants are NC1N=CN=C2N(C(C3OC(=O)C4C(C=3C3C=CC=CC=3)=CC=CC=4)C)N=C(C3C=NC(N)=NC=3)C=12.[NH2:37][C:38]1[N:43]=[CH:42][N:41]=[C:40]2[N:44]([CH:48]([C:50]3[O:51][C:52](=[O:67])[C:53]4[C:58]([C:59]=3[CH2:60][C:61]3[CH:66]=[CH:65][CH:64]=[CH:63][CH:62]=3)=[CH:57][CH:56]=[CH:55][CH:54]=4)[CH3:49])[N:45]=[C:46](I)[C:39]=12.[F:68][C:69]1[CH:70]=[C:71](B(O)O)[CH:72]=[C:73]([OH:75])[CH:74]=1. No catalyst specified. The product is [NH2:37][C:38]1[N:43]=[CH:42][N:41]=[C:40]2[N:44]([CH:48]([C:50]3[O:51][C:52](=[O:67])[C:53]4[C:58]([C:59]=3[CH2:60][C:61]3[CH:66]=[CH:65][CH:64]=[CH:63][CH:62]=3)=[CH:57][CH:56]=[CH:55][CH:54]=4)[CH3:49])[N:45]=[C:46]([C:71]3[CH:72]=[C:73]([OH:75])[CH:74]=[C:69]([F:68])[CH:70]=3)[C:39]=12. The yield is 0.198.